Dataset: Full USPTO retrosynthesis dataset with 1.9M reactions from patents (1976-2016). Task: Predict the reactants needed to synthesize the given product. (1) Given the product [NH2:17][C:9]1[CH:10]=[C:2]([F:1])[CH:3]=[C:4]2[C:8]=1[NH:7][C:6](=[O:11])[CH2:5]2, predict the reactants needed to synthesize it. The reactants are: [F:1][C:2]1[CH:3]=[C:4]2[C:8](=[CH:9][CH:10]=1)[NH:7][C:6](=[O:11])[CH2:5]2.S(=O)(=O)(O)O.[N+:17]([O-])(O)=O. (2) Given the product [OH:23][C:19]1[CH:18]=[C:17]([CH:22]=[CH:21][CH:20]=1)[CH2:16][NH:15][C:14]([C:7]1[S:6][C:5]([C:3]([OH:4])=[O:2])=[C:9]([C:10]([F:13])([F:11])[F:12])[CH:8]=1)=[O:31], predict the reactants needed to synthesize it. The reactants are: C[O:2][C:3]([C:5]1[S:6][C:7]([C:14](=[O:31])[NH:15][CH2:16][C:17]2[CH:22]=[CH:21][CH:20]=[C:19]([O:23][Si](C(C)(C)C)(C)C)[CH:18]=2)=[CH:8][C:9]=1[C:10]([F:13])([F:12])[F:11])=[O:4].O.[OH-].[Li+].C1COCC1.Cl. (3) Given the product [Cl:1][C:2]1[CH:7]=[CH:6][N:5]=[C:4]([CH2:8][NH:9][C:10]2[O:11][C:12]3[C:18]([O:19][CH3:20])=[CH:17][C:16]([C:21]([N:29]4[C@@H:28]([C@H:31]([OH:33])[CH3:32])[CH2:27][O:26][CH:25]([CH3:24])[CH2:30]4)=[O:23])=[CH:15][C:13]=3[N:14]=2)[CH:3]=1, predict the reactants needed to synthesize it. The reactants are: [Cl:1][C:2]1[CH:7]=[CH:6][N:5]=[C:4]([CH2:8][NH:9][C:10]2[O:11][C:12]3[C:18]([O:19][CH3:20])=[CH:17][C:16]([C:21]([OH:23])=O)=[CH:15][C:13]=3[N:14]=2)[CH:3]=1.[CH3:24][CH:25]1[CH2:30][NH:29][C@@H:28]([C@H:31]([OH:33])[CH3:32])[CH2:27][O:26]1.C(N(CC)C(C)C)(C)C.CN(C(ON1N=NC2C=CC=NC1=2)=[N+](C)C)C.F[P-](F)(F)(F)(F)F.